Dataset: Forward reaction prediction with 1.9M reactions from USPTO patents (1976-2016). Task: Predict the product of the given reaction. (1) Given the reactants Cl.Cl.[CH2:3]([N:10]1[CH2:15][CH2:14][CH2:13][CH:12]([CH2:16][N:17]2[CH2:22][CH2:21][NH:20][CH2:19][C:18]2=[O:23])[CH2:11]1)[C:4]1[CH:9]=[CH:8][CH:7]=[CH:6][CH:5]=1.C(N(CC)C(C)C)(C)C.CN(C)C=O.[Cl:38][C:39]1[CH:40]=[C:41]([N:46]=[C:47]=[O:48])[CH:42]=[CH:43][C:44]=1[Cl:45], predict the reaction product. The product is: [CH2:3]([N:10]1[CH2:15][CH2:14][CH2:13][CH:12]([CH2:16][N:17]2[CH2:22][CH2:21][N:20]([C:47]([NH:46][C:41]3[CH:42]=[CH:43][C:44]([Cl:45])=[C:39]([Cl:38])[CH:40]=3)=[O:48])[CH2:19][C:18]2=[O:23])[CH2:11]1)[C:4]1[CH:5]=[CH:6][CH:7]=[CH:8][CH:9]=1. (2) Given the reactants [Br:1][C:2]1[C:3]([CH3:9])=[C:4]([CH:6]=[CH:7][CH:8]=1)[NH2:5].[F:10][C:11]1[CH:22]=[CH:21][C:14]2[NH:15]C(=O)[O:17][C:18](=O)[C:13]=2[CH:12]=1.C[Al](C)C.Cl, predict the reaction product. The product is: [NH2:15][C:14]1[CH:21]=[CH:22][C:11]([F:10])=[CH:12][C:13]=1[C:18]([NH:5][C:4]1[CH:6]=[CH:7][CH:8]=[C:2]([Br:1])[C:3]=1[CH3:9])=[O:17]. (3) Given the reactants Br[CH2:2][CH2:3][O:4][C:5]1[CH:10]=[CH:9][CH:8]=[CH:7][CH:6]=1.[CH:11]1[O:12][CH:13]=[C:14]2[C:19]([CH2:20][C:21]([NH:23][CH:24]3[CH2:29][CH2:28][NH:27][CH2:26][CH2:25]3)=[O:22])=[CH:18][CH:17]=[CH:16][C:15]=12, predict the reaction product. The product is: [CH:11]1[O:12][CH:13]=[C:14]2[C:19]([CH2:20][C:21]([NH:23][CH:24]3[CH2:25][CH2:26][N:27]([CH2:2][CH2:3][O:4][C:5]4[CH:10]=[CH:9][CH:8]=[CH:7][CH:6]=4)[CH2:28][CH2:29]3)=[O:22])=[CH:18][CH:17]=[CH:16][C:15]=12. (4) Given the reactants C(OC([N:8]1[CH2:13][CH2:12][CH2:11][C@@H:10]([O:14][C:15]2[CH:20]=[C:19]([F:21])[CH:18]=[CH:17][C:16]=2[NH2:22])[CH2:9]1)=O)(C)(C)C.[Cl:23][C:24]1[C:25]2[C:32]([CH3:33])=[C:31]([Cl:34])[S:30][C:26]=2[N:27]=[CH:28][N:29]=1.C1(C)C=CC(S(O)(=O)=O)=CC=1, predict the reaction product. The product is: [ClH:23].[Cl:34][C:31]1[S:30][C:26]2[N:27]=[CH:28][N:29]=[C:24]([NH:22][C:16]3[CH:17]=[CH:18][C:19]([F:21])=[CH:20][C:15]=3[O:14][C@@H:10]3[CH2:11][CH2:12][CH2:13][NH:8][CH2:9]3)[C:25]=2[C:32]=1[CH3:33]. (5) The product is: [CH:21]1([CH2:19][NH:18][C:16]2[N:17]=[C:13]3[CH:12]=[CH:11][CH:10]=[C:9]([C:6]4[CH:5]=[CH:4][C:3]([O:2][CH3:1])=[CH:8][CH:7]=4)[N:14]3[N:15]=2)[CH2:22][CH2:23]1. Given the reactants [CH3:1][O:2][C:3]1[CH:8]=[CH:7][C:6]([C:9]2[N:14]3[N:15]=[C:16]([NH:18][C:19]([CH:21]4[CH2:23][CH2:22]4)=O)[N:17]=[C:13]3[CH:12]=[CH:11][CH:10]=2)=[CH:5][CH:4]=1, predict the reaction product. (6) Given the reactants [NH2:1][C:2]1[N:6]([CH3:7])[C:5](=[O:8])[C:4]([C:15]2[CH:20]=[CH:19][CH:18]=[C:17](Br)[CH:16]=2)([C:9]2[CH:14]=[CH:13][CH:12]=[CH:11][CH:10]=2)[N:3]=1.CC1(C)C(C)(C)OB([C:30]2[CH:31]=[CH:32][CH:33]=[C:34]3[C:39]=2[O:38][CH2:37][CH2:36][CH2:35]3)[O:24]1, predict the reaction product. The product is: [C:5]([OH:8])(=[O:24])[CH3:4].[NH2:1][C:2]1[N:6]([CH3:7])[C:5](=[O:8])[C:4]([C:15]2[CH:20]=[CH:19][CH:18]=[C:17]([C:30]3[CH:31]=[CH:32][CH:33]=[C:34]4[C:39]=3[O:38][CH2:37][CH2:36][CH2:35]4)[CH:16]=2)([C:9]2[CH:14]=[CH:13][CH:12]=[CH:11][CH:10]=2)[N:3]=1. (7) The product is: [C:16]([O:5][C:4](=[O:6])[CH:3]([CH2:2][Br:1])[CH:7]([CH3:9])[CH3:8])([CH3:18])([CH3:17])[CH3:15]. Given the reactants [Br:1][CH2:2][CH:3]([CH:7]([CH3:9])[CH3:8])[C:4]([OH:6])=[O:5].S(=O)(=O)(O)O.[CH3:15][C:16](=[CH2:18])[CH3:17].C(=O)([O-])O.[Na+], predict the reaction product. (8) Given the reactants S(Cl)(Cl)=O.[CH:5]1([CH2:8][C:9]([OH:11])=O)[CH2:7][CH2:6]1.[Cl:12][C:13]1[C:18]([N:19]2[CH2:24][CH2:23][CH:22]([C:25]3[N:30]=[C:29]([O:31][CH3:32])[CH:28]=[C:27]([O:33][CH3:34])[N:26]=3)[CH2:21][CH2:20]2)=[CH:17][N:16]=[N:15][C:14]=1[NH:35][NH2:36].C(=O)(O)[O-].[Na+], predict the reaction product. The product is: [Cl:12][C:13]1[C:18]([N:19]2[CH2:20][CH2:21][CH:22]([C:25]3[N:26]=[C:27]([O:33][CH3:34])[CH:28]=[C:29]([O:31][CH3:32])[N:30]=3)[CH2:23][CH2:24]2)=[CH:17][N:16]=[N:15][C:14]=1[NH:35][NH:36][C:9](=[O:11])[CH2:8][CH:5]1[CH2:6][CH2:7]1. (9) Given the reactants [C:1]([C:3]1[C:4]([N:21]2[CH2:26][CH2:25][CH:24]([C:27]([OH:29])=O)[CH2:23][CH2:22]2)=[N:5][C:6]([CH2:14][N:15]2[CH2:19][CH2:18][CH2:17][C:16]2=[O:20])=[C:7]([C:9]([O:11][CH2:12][CH3:13])=[O:10])[CH:8]=1)#[N:2].[CH3:30][Si:31]([CH3:44])([CH3:43])[C:32]1[CH:37]=[CH:36][C:35]([CH2:38][S:39]([NH2:42])(=[O:41])=[O:40])=[CH:34][CH:33]=1, predict the reaction product. The product is: [C:1]([C:3]1[C:4]([N:21]2[CH2:22][CH2:23][CH:24]([C:27](=[O:29])[NH:42][S:39]([CH2:38][C:35]3[CH:36]=[CH:37][C:32]([Si:31]([CH3:44])([CH3:43])[CH3:30])=[CH:33][CH:34]=3)(=[O:41])=[O:40])[CH2:25][CH2:26]2)=[N:5][C:6]([CH2:14][N:15]2[CH2:19][CH2:18][CH2:17][C:16]2=[O:20])=[C:7]([CH:8]=1)[C:9]([O:11][CH2:12][CH3:13])=[O:10])#[N:2].